The task is: Predict which catalyst facilitates the given reaction.. This data is from Catalyst prediction with 721,799 reactions and 888 catalyst types from USPTO. (1) Reactant: [CH3:1][CH:2]([C:8](=O)[C:9]([O:11][CH2:12][CH3:13])=[O:10])[C:3]([O:5]CC)=O.C(O)(=O)C.Cl.Cl.[CH2:21]([O:23][C:24]1[CH:32]=[C:31]([F:33])[C:27]([CH2:28][NH:29][NH2:30])=[C:26]([F:34])[CH:25]=1)[CH3:22].C(OCC)(=O)C. Product: [CH2:21]([O:23][C:24]1[CH:25]=[C:26]([F:34])[C:27]([CH2:28][N:29]2[C:3]([OH:5])=[C:2]([CH3:1])[C:8]([C:9]([O:11][CH2:12][CH3:13])=[O:10])=[N:30]2)=[C:31]([F:33])[CH:32]=1)[CH3:22]. The catalyst class is: 12. (2) Reactant: [NH2:1][C:2]1[C:7]([C:8]#[N:9])=[C:6]([C:10]2[CH:11]=[N:12][C:13]([O:16][CH2:17][C@@H:18]3[CH2:22][O:21][C:20]([CH3:24])([CH3:23])[O:19]3)=[CH:14][CH:15]=2)[C:5]([C:25]#[N:26])=[C:4]([SH:27])[N:3]=1.Cl[CH2:29][C:30]1[N:31]=[C:32]([C:35]2[CH:40]=[CH:39][C:38]([Cl:41])=[CH:37][CH:36]=2)[O:33][CH:34]=1.C(=O)(O)[O-].[Na+]. Product: [NH2:1][C:2]1[C:7]([C:8]#[N:9])=[C:6]([C:10]2[CH:11]=[N:12][C:13]([O:16][CH2:17][C@@H:18]3[CH2:22][O:21][C:20]([CH3:24])([CH3:23])[O:19]3)=[CH:14][CH:15]=2)[C:5]([C:25]#[N:26])=[C:4]([S:27][CH2:29][C:30]2[N:31]=[C:32]([C:35]3[CH:40]=[CH:39][C:38]([Cl:41])=[CH:37][CH:36]=3)[O:33][CH:34]=2)[N:3]=1. The catalyst class is: 3. (3) The catalyst class is: 4. Product: [Br:1][C:2]1[CH:7]=[CH:6][C:5]([Cl:8])=[CH:4][C:3]=1[CH2:9][CH2:10][S:11]([NH:18][C:17]1[CH:19]=[CH:20][CH:21]=[CH:22][C:16]=1[F:15])(=[O:13])=[O:12]. Reactant: [Br:1][C:2]1[CH:7]=[CH:6][C:5]([Cl:8])=[CH:4][C:3]=1[CH2:9][CH2:10][S:11](Cl)(=[O:13])=[O:12].[F:15][C:16]1[CH:22]=[CH:21][CH:20]=[CH:19][C:17]=1[NH2:18].N1C=CC=CC=1. (4) Reactant: C([N:8]1[CH2:13][CH2:12][C:11]([C:30]2[CH:35]=[CH:34][C:33]([F:36])=[CH:32][CH:31]=2)([CH2:14][N:15]([CH3:29])[CH2:16][C:17]2[C:26]3[C:21](=[CH:22][CH:23]=[CH:24][CH:25]=3)[CH:20]=[C:19]([C:27]#[N:28])[CH:18]=2)[CH2:10][CH2:9]1)(OC(C)(C)C)=O.FC(F)(F)C(O)=O. Product: [F:36][C:33]1[CH:34]=[CH:35][C:30]([C:11]2([CH2:14][N:15]([CH3:29])[CH2:16][C:17]3[C:26]4[C:21](=[CH:22][CH:23]=[CH:24][CH:25]=4)[CH:20]=[C:19]([C:27]#[N:28])[CH:18]=3)[CH2:10][CH2:9][NH:8][CH2:13][CH2:12]2)=[CH:31][CH:32]=1. The catalyst class is: 2. (5) The catalyst class is: 3. Reactant: [CH3:1][O:2][C:3]([C:5]1[CH:13]=[C:12]([I:14])[C:8]2[N:9]=[CH:10][NH:11][C:7]=2[CH:6]=1)=[O:4].C([O-])([O-])=O.[Cs+].[Cs+].[CH2:21](Br)[CH:22]([CH3:24])[CH3:23]. Product: [CH3:1][O:2][C:3]([C:5]1[CH:13]=[C:12]([I:14])[C:8]2[N:9]=[CH:10][N:11]([CH2:21][CH:22]([CH3:24])[CH3:23])[C:7]=2[CH:6]=1)=[O:4].[CH3:1][O:2][C:3]([C:5]1[CH:13]=[C:12]([I:14])[C:8]2[N:9]([CH2:21][CH:22]([CH3:24])[CH3:23])[CH:10]=[N:11][C:7]=2[CH:6]=1)=[O:4]. (6) Reactant: [F:1][C:2]1[CH:7]=[CH:6][C:5]([NH:8][C:9]2[N:17]=[C:16]3[C:12]([N:13]=[C:14]([C:19]4[CH:24]=[CH:23][N:22]=[C:21]([C:25](OCC)=[O:26])[CH:20]=4)[N:15]3[CH3:18])=[CH:11][N:10]=2)=[CH:4][CH:3]=1.[BH4-].[Na+]. Product: [F:1][C:2]1[CH:3]=[CH:4][C:5]([NH:8][C:9]2[N:17]=[C:16]3[C:12]([N:13]=[C:14]([C:19]4[CH:24]=[CH:23][N:22]=[C:21]([CH2:25][OH:26])[CH:20]=4)[N:15]3[CH3:18])=[CH:11][N:10]=2)=[CH:6][CH:7]=1. The catalyst class is: 8. (7) Reactant: N#N.[CH3:3][C:4]1([C:9]2[CH:10]=[C:11]([CH:14]=[CH:15][CH:16]=2)[CH:12]=[O:13])[O:8][CH2:7][CH2:6][O:5]1.[BH4-].[Na+].O. Product: [CH3:3][C:4]1([C:9]2[CH:10]=[C:11]([CH2:12][OH:13])[CH:14]=[CH:15][CH:16]=2)[O:5][CH2:6][CH2:7][O:8]1. The catalyst class is: 5. (8) Reactant: [Cl:1][C:2]1[N:10]=[C:9]([CH3:11])[CH:8]=[CH:7][C:3]=1[C:4]([OH:6])=[O:5].[CH3:12]N(C)C=O.CN(C1C=CC=CN=1)C.C(N=C=NCCCN(C)C)C. Product: [CH3:12][O:5][C:4](=[O:6])[C:3]1[CH:7]=[CH:8][C:9]([CH3:11])=[N:10][C:2]=1[Cl:1]. The catalyst class is: 254. (9) Reactant: [Si:1]([O:8][CH2:9][C@@H:10]1[CH:14]=[CH:13][C:12](=[O:15])[N:11]1[C:16]([O:18][C:19]([CH3:22])([CH3:21])[CH3:20])=[O:17])([C:4]([CH3:7])([CH3:6])[CH3:5])([CH3:3])[CH3:2].[CH2:23]=[CH2:24]. Product: [Si:1]([O:8][CH2:9][C@H:10]1[N:11]([C:16]([O:18][C:19]([CH3:22])([CH3:21])[CH3:20])=[O:17])[C:12](=[O:15])[C@H:13]2[C@@H:14]1[CH2:23][CH2:24]2)([C:4]([CH3:7])([CH3:6])[CH3:5])([CH3:3])[CH3:2]. The catalyst class is: 21. (10) Reactant: [OH:1][C:2]1[CH:7]=[CH:6][C:5]([CH2:8][CH2:9][CH2:10][CH:11]2[CH2:15][N:14]([CH2:16][C:17]3[CH:22]=[CH:21][C:20]([CH3:23])=[CH:19][CH:18]=3)[C:13](=[O:24])[N:12]2[CH2:25][CH2:26][CH3:27])=[CH:4][CH:3]=1.Br[C:29]([CH3:36])([CH3:35])[C:30]([O:32][CH2:33][CH3:34])=[O:31].[O-]S([O-])(=O)=O.[Mg+2].C([O-])([O-])=O.[K+].[K+].N#N.Cl. Product: [CH2:33]([O:32][C:30](=[O:31])[C:29]([CH3:36])([O:1][C:2]1[CH:7]=[CH:6][C:5]([CH2:8][CH2:9][CH2:10][CH:11]2[CH2:15][N:14]([CH2:16][C:17]3[CH:18]=[CH:19][C:20]([CH3:23])=[CH:21][CH:22]=3)[C:13](=[O:24])[N:12]2[CH2:25][CH2:26][CH3:27])=[CH:4][CH:3]=1)[CH3:35])[CH3:34]. The catalyst class is: 653.